From a dataset of Catalyst prediction with 721,799 reactions and 888 catalyst types from USPTO. Predict which catalyst facilitates the given reaction. (1) Reactant: [NH2:1][C:2]1[N:7]=[C:6]([C:8]2[CH:13]=[C:12]([Br:14])[CH:11]=[CH:10][C:9]=2[OH:15])[CH:5]=[C:4](Cl)[N:3]=1.Br[CH2:18][C:19]1[CH:24]=[CH:23][C:22]([N+:25]([O-:27])=[O:26])=[CH:21][CH:20]=1.C(=O)([O-])[O-].[Cs+].[Cs+].[ClH:34].O1CCOCC1. Product: [Br:14][C:12]1[CH:11]=[CH:10][C:9]([O:15][CH2:18][C:19]2[CH:24]=[CH:23][C:22]([N+:25]([O-:27])=[O:26])=[CH:21][CH:20]=2)=[C:8]([C:6]2([Cl:34])[NH:7][C:2]([NH2:1])=[N:3][CH:4]=[CH:5]2)[CH:13]=1. The catalyst class is: 115. (2) Reactant: [Br:1][C:2]1[CH:7]=[CH:6][C:5]([CH3:8])=[CH:4][C:3]=1[F:9].[Br:10]N1C(=O)CCC1=O.C(OOC(=O)C1C=CC=CC=1)(=O)C1C=CC=CC=1. Product: [Br:1][C:2]1[CH:7]=[CH:6][C:5]([CH2:8][Br:10])=[CH:4][C:3]=1[F:9]. The catalyst class is: 53.